This data is from Full USPTO retrosynthesis dataset with 1.9M reactions from patents (1976-2016). The task is: Predict the reactants needed to synthesize the given product. (1) Given the product [Cl:24][C:21]1[CH:22]=[CH:23][C:18]([CH2:17][C:6]23[CH2:5][CH2:4][C:3](=[O:25])[C:2]([C:31]4[CH:36]=[CH:35][C:34]([O:37][CH2:38][O:39][CH3:40])=[CH:33][CH:32]=4)=[C:14]2[C:13]2[C:8](=[CH:9][C:10]([O:15][CH3:16])=[CH:11][CH:12]=2)[CH2:7]3)=[CH:19][CH:20]=1, predict the reactants needed to synthesize it. The reactants are: Br[C:2]1[C:3](=[O:25])[CH2:4][CH2:5][C:6]2([CH2:17][C:18]3[CH:23]=[CH:22][C:21]([Cl:24])=[CH:20][CH:19]=3)[C:14]=1[C:13]1[C:8](=[CH:9][C:10]([O:15][CH3:16])=[CH:11][CH:12]=1)[CH2:7]2.C([Sn](CCCC)(CCCC)[C:31]1[CH:36]=[CH:35][C:34]([O:37][CH2:38][O:39][CH3:40])=[CH:33][CH:32]=1)CCC. (2) Given the product [CH2:3]([O:10][C:11]1[CH:12]=[C:13]2[C:18](=[CH:19][CH:20]=1)[N:17]=[CH:16][C:15]([N+:21]([O-:23])=[O:22])=[C:14]2[NH:2][CH3:1])[C:4]1[CH:9]=[CH:8][CH:7]=[CH:6][CH:5]=1, predict the reactants needed to synthesize it. The reactants are: [CH3:1][NH2:2].[CH2:3]([O:10][C:11]1[CH:12]=[C:13]2[C:18](=[CH:19][CH:20]=1)[N:17]=[CH:16][C:15]([N+:21]([O-:23])=[O:22])=[C:14]2Cl)[C:4]1[CH:9]=[CH:8][CH:7]=[CH:6][CH:5]=1.